Dataset: Reaction yield outcomes from USPTO patents with 853,638 reactions. Task: Predict the reaction yield, written as a fraction of the theoretical maximum amount of product (1.0 means a 100% yield; for example, 0.34 means a 34% yield). (1) The yield is 0.170. The catalyst is CC#N. The reactants are [F:1][C:2]1[C:3]([NH:18][C@@H:19]2[CH2:24][CH2:23][CH2:22][N:21]([C:25](=[O:28])[CH:26]=[CH2:27])[CH2:20]2)=[N:4][C:5]([NH:8][C:9]2[CH:10]=[C:11]3[C:15](=[CH:16][CH:17]=2)[CH2:14][NH:13][CH2:12]3)=[N:6][CH:7]=1.Br[CH2:30][CH2:31][O:32][CH3:33].[Na+].[I-].C([O-])([O-])=O.[K+].[K+]. The product is [F:1][C:2]1[C:3]([NH:18][C@@H:19]2[CH2:24][CH2:23][CH2:22][N:21]([C:25](=[O:28])[CH:26]=[CH2:27])[CH2:20]2)=[N:4][C:5]([NH:8][C:9]2[CH:10]=[C:11]3[C:15](=[CH:16][CH:17]=2)[CH2:14][N:13]([CH2:30][CH2:31][O:32][CH3:33])[CH2:12]3)=[N:6][CH:7]=1. (2) The reactants are [F:1][C:2]([F:25])([F:24])[C:3]1([C:6]2[CH:7]=[C:8]([CH:21]=[CH:22][CH:23]=2)[CH2:9][N:10]2C(=O)C3C(=CC=CC=3)C2=O)[NH:5][NH:4]1.O.NN.FC(F)(F)C1(C2C=C(CN)C=CC=2)N=N1. The catalyst is C(O)C. The product is [F:25][C:2]([F:1])([F:24])[C:3]1([C:6]2[CH:7]=[C:8]([CH2:9][NH2:10])[CH:21]=[CH:22][CH:23]=2)[NH:4][NH:5]1. The yield is 0.540. (3) The product is [NH2:19][C:17]1[N:16]=[CH:15][N:14]=[C:13]2[N:12]([C@@H:35]3[CH2:31][CH2:32][N:33]([C:36]([O:38][C:39]([CH3:42])([CH3:41])[CH3:40])=[O:37])[CH2:34]3)[N:11]=[C:10]([C:7]3[CH:6]=[CH:5][C:4]([N+:1]([O-:3])=[O:2])=[CH:9][CH:8]=3)[C:18]=12. The catalyst is CN(C=O)C. The yield is 0.460. The reactants are [N+:1]([C:4]1[CH:9]=[CH:8][C:7]([C:10]2[C:18]3[C:13](=[N:14][CH:15]=[N:16][C:17]=3[NH2:19])[NH:12][N:11]=2)=[CH:6][CH:5]=1)([O-:3])=[O:2].C([O-])([O-])=O.[K+].[K+].CS(O[C@H:31]1[CH2:35][CH2:34][N:33]([C:36]([O:38][C:39]([CH3:42])([CH3:41])[CH3:40])=[O:37])[CH2:32]1)(=O)=O. (4) The reactants are [NH2:1][C:2]1[S:6][C:5]2[CH2:7][CH2:8][CH2:9][CH2:10][C:4]=2[C:3]=1[C:11]([C:13]1[CH:18]=[CH:17][C:16]([CH3:19])=[CH:15][C:14]=1[O:20][CH3:21])=O.[C:22]([O:29][CH3:30])(=[O:28])[CH2:23][CH2:24][C:25]([CH3:27])=O.Cl[Si](C)(C)C. The catalyst is CN(C=O)C. The product is [CH3:30][O:29][C:22](=[O:28])[CH2:23][C:24]1[C:11]([C:13]2[CH:18]=[CH:17][C:16]([CH3:19])=[CH:15][C:14]=2[O:20][CH3:21])=[C:3]2[C:4]3[CH2:10][CH2:9][CH2:8][CH2:7][C:5]=3[S:6][C:2]2=[N:1][C:25]=1[CH3:27]. The yield is 0.800.